This data is from Full USPTO retrosynthesis dataset with 1.9M reactions from patents (1976-2016). The task is: Predict the reactants needed to synthesize the given product. (1) Given the product [Cl:1][C:2]1[N:3]=[C:4]([NH:23][CH:20]([CH3:22])[CH3:21])[C:5]2[N:11]=[C:10]([C:12]3[CH:17]=[CH:16][C:15]([F:18])=[CH:14][CH:13]=3)[CH:9]=[CH:8][C:6]=2[N:7]=1.[Cl:1][C:2]1[N:3]=[C:4]([NH:27][CH:24]2[CH2:26][CH2:25]2)[C:5]2[N:11]=[C:10]([C:12]3[CH:17]=[CH:16][C:15]([F:18])=[CH:14][CH:13]=3)[CH:9]=[CH:8][C:6]=2[N:7]=1, predict the reactants needed to synthesize it. The reactants are: [Cl:1][C:2]1[N:3]=[C:4](Cl)[C:5]2[N:11]=[C:10]([C:12]3[CH:17]=[CH:16][C:15]([F:18])=[CH:14][CH:13]=3)[CH:9]=[CH:8][C:6]=2[N:7]=1.[CH:20]([NH2:23])([CH3:22])[CH3:21].[CH:24]1([NH2:27])[CH2:26][CH2:25]1. (2) Given the product [CH2:35]([O:34][CH:5]([CH2:6][C:7]1[CH:12]=[CH:11][C:10]([O:13][C:14]([CH3:32])([C:16]2[S:20][C:19]([C:21]3[CH:22]=[CH:23][C:24]([C:27]([F:28])([F:29])[F:30])=[CH:25][CH:26]=3)=[N:18][C:17]=2[CH3:31])[CH3:15])=[CH:9][C:8]=1[CH3:33])[C:4]([OH:37])=[O:3])[CH3:36], predict the reactants needed to synthesize it. The reactants are: C([O:3][C:4](=[O:37])[CH:5]([O:34][CH2:35][CH3:36])[CH2:6][C:7]1[CH:12]=[CH:11][C:10]([O:13][C:14]([CH3:32])([C:16]2[S:20][C:19]([C:21]3[CH:26]=[CH:25][C:24]([C:27]([F:30])([F:29])[F:28])=[CH:23][CH:22]=3)=[N:18][C:17]=2[CH3:31])[CH3:15])=[CH:9][C:8]=1[CH3:33])C.[Li+].[OH-]. (3) The reactants are: [C:1]1([CH2:7][CH2:8][C:9]([OH:11])=[O:10])[CH2:6][CH2:5][CH2:4][CH2:3][CH:2]=1.CO.OS(O)(=O)=O.[C:19]([O-])([O-])=O.[Na+].[Na+]. Given the product [C:1]1([CH2:7][CH2:8][C:9]([O:11][CH3:19])=[O:10])[CH2:6][CH2:5][CH2:4][CH2:3][CH:2]=1, predict the reactants needed to synthesize it. (4) Given the product [Cl:1][C:2]1[CH:3]=[CH:4][C:5]([N:8]2[CH2:13][CH2:12][N:11]([CH2:26][CH2:27][CH:28]=[C:29]3[C:35]4[CH:36]=[CH:37][CH:38]=[N:39][C:34]=4[CH2:33][O:32][C:31]4[CH:40]=[CH:41][C:42]([C:44]([OH:47])([CH3:46])[CH3:45])=[CH:43][C:30]3=4)[CH2:10][C@H:9]2[CH3:14])=[CH:6][CH:7]=1, predict the reactants needed to synthesize it. The reactants are: [Cl:1][C:2]1[CH:7]=[CH:6][C:5]([N:8]2[CH2:13][CH2:12][NH:11][CH2:10][C@H:9]2[CH3:14])=[CH:4][CH:3]=1.N1C(C)=CC=CC=1C.[I-].[K+].Br[CH2:26][CH2:27][CH:28]=[C:29]1[C:35]2=[CH:36][CH:37]=[CH:38][NH:39][C:34]2=[CH:33][O:32][C:31]2[CH:40]=[CH:41][C:42]([C:44]([OH:47])([CH3:46])[CH3:45])=[CH:43][C:30]1=2. (5) Given the product [CH3:1][CH:2]([CH2:6][C@H:7]([C@@H:9]1[C@:26]2([CH3:27])[C@H:12]([C@H:13]3[C@H:23]([CH2:24][C@@H:25]2[OH:28])[C@:21]2([CH3:22])[C@@H:16]([CH2:17][C@@H:18]([O:29][CH2:30][CH2:31][N:32]([C:34]4[CH:39]=[CH:38][C:37]([C@H:40]5[CH2:57][C@@:55]6([CH3:56])[C@@H:51]([CH2:52][CH2:53][C@:54]6([OH:61])[C:58]#[C:59][CH3:60])[C@H:50]6[C:41]5=[C:42]5[C:47]([CH2:48][CH2:49]6)=[CH:46][C:45](=[O:62])[CH2:44][CH2:43]5)=[CH:36][CH:35]=4)[CH3:33])[CH2:19][CH2:20]2)[CH2:15][C@H:14]3[O:63][C:64](=[O:81])[CH2:77][CH2:76][CH2:75][CH2:74][NH:73][C:71]([O:70][C:66]([CH3:69])([CH3:68])[CH3:67])=[O:72])[CH2:11][CH2:10]1)[CH3:8])[C:3]([OH:5])=[O:4], predict the reactants needed to synthesize it. The reactants are: [CH3:1][CH:2]([CH2:6][C@H:7]([C@@H:9]1[C@:26]2([CH3:27])[C@H:12]([C@H:13]3[C@H:23]([CH2:24][C@@H:25]2[OH:28])[C@:21]2([CH3:22])[C@@H:16]([CH2:17][C@@H:18]([O:29][CH2:30][CH2:31][N:32]([C:34]4[CH:39]=[CH:38][C:37]([C@H:40]5[CH2:57][C@@:55]6([CH3:56])[C@@H:51]([CH2:52][CH2:53][C@:54]6([OH:61])[C:58]#[C:59][CH3:60])[C@H:50]6[C:41]5=[C:42]5[C:47]([CH2:48][CH2:49]6)=[CH:46][C:45](=[O:62])[CH2:44][CH2:43]5)=[CH:36][CH:35]=4)[CH3:33])[CH2:19][CH2:20]2)[CH2:15][C@H:14]3[O:63][CH2:64]Cl)[CH2:11][CH2:10]1)[CH3:8])[C:3]([OH:5])=[O:4].[C:66]([O:70][C:71]([NH:73][CH2:74][CH2:75][CH2:76][C:77](O)=O)=[O:72])([CH3:69])([CH3:68])[CH3:67].C([O-])([O-])=[O:81].[Cs+].[Cs+]. (6) Given the product [Cl:1][C:2]1[S:6][C:5]([C:7]([NH:9][CH2:10][C:11]2[N:12]=[C:13]([C:17]3[CH:22]=[CH:21][C:20]([N:26]4[CH:27]=[CH:28][CH:29]=[CH:30][C:25]4=[O:24])=[CH:19][CH:18]=3)[N:14]([CH3:16])[CH:15]=2)=[O:8])=[CH:4][CH:3]=1, predict the reactants needed to synthesize it. The reactants are: [Cl:1][C:2]1[S:6][C:5]([C:7]([NH:9][CH2:10][C:11]2[N:12]=[C:13]([C:17]3[CH:22]=[CH:21][C:20](I)=[CH:19][CH:18]=3)[N:14]([CH3:16])[CH:15]=2)=[O:8])=[CH:4][CH:3]=1.[OH:24][C:25]1[CH:30]=[CH:29][CH:28]=[CH:27][N:26]=1.OC1C=CC=C2C=1N=CC=C2.C([O-])([O-])=O.[K+].[K+]. (7) Given the product [C:23]([CH2:25][C:26]([NH:7][C:4]1[N:3]([C:8]2[CH:9]=[CH:10][CH:11]=[CH:12][CH:13]=2)[C:2]([CH3:1])=[N:6][CH:5]=1)=[O:27])#[N:24], predict the reactants needed to synthesize it. The reactants are: [CH3:1][C:2]1[N:3]([C:8]2[CH:13]=[CH:12][CH:11]=[CH:10][CH:9]=2)[C:4]([NH2:7])=[CH:5][N:6]=1.CCN(C(C)C)C(C)C.[C:23]([CH2:25][C:26](O)=[O:27])#[N:24].C(N=C=NCCCN(C)C)C.Cl. (8) Given the product [F:29][C:28]([F:31])([F:30])[S:25]([O:10][C:8]1[CH:9]=[C:4]2[CH:3]=[CH:2][S:1][C:5]2=[CH:6][N:7]=1)(=[O:27])=[O:26], predict the reactants needed to synthesize it. The reactants are: [S:1]1[C:5]2=[CH:6][N:7]=[C:8]([OH:10])[CH:9]=[C:4]2[CH:3]=[CH:2]1.C(N(CC)CC)C.C1C=CC(N([S:25]([C:28]([F:31])([F:30])[F:29])(=[O:27])=[O:26])[S:25]([C:28]([F:31])([F:30])[F:29])(=[O:27])=[O:26])=CC=1. (9) Given the product [S:31]1[CH:4]=[CH:5][C:6]([CH2:7][NH:8][CH2:9][CH2:10][NH:11][C:12]([C:14]2[S:15][CH:16]=[CH:17][C:18]=2[NH:19][C:20]2[CH:25]=[CH:24][N:23]=[C:22]3[NH:26][CH:27]=[CH:28][C:21]=23)=[O:13])=[CH:29]1, predict the reactants needed to synthesize it. The reactants are: COC1C=[CH:29][C:6]([CH2:7][NH:8][CH2:9][CH2:10][NH:11][C:12]([C:14]2[S:15][CH:16]=[CH:17][C:18]=2[NH:19][C:20]2[CH:25]=[CH:24][N:23]=[C:22]3[NH:26][CH:27]=[CH:28][C:21]=23)=[O:13])=[CH:5][CH:4]=1.[S:31]1C=CC(C=O)=C1. (10) Given the product [N:24]1([C:9]2[C:8]3[CH:2]=[N:3][C:4]4[CH:16]=[CH:15][CH:14]=[CH:13][C:5]=4[S:6][C:7]=3[CH:12]=[CH:11][CH:10]=2)[CH2:29][CH2:28][NH:27][CH2:26][CH2:25]1, predict the reactants needed to synthesize it. The reactants are: Cl[C:2]1[C:8]2[CH:9]=[CH:10][CH:11]=[CH:12][C:7]=2[S:6][C:5]2[CH:13]=[CH:14][CH:15]=[CH:16][C:4]=2[N:3]=1.C1(C)C=CC=CC=1.[NH:24]1[CH2:29][CH2:28][NH:27][CH2:26][CH2:25]1.